From a dataset of Catalyst prediction with 721,799 reactions and 888 catalyst types from USPTO. Predict which catalyst facilitates the given reaction. Reactant: [NH2:1][C@@H:2]([CH2:5][C:6]([CH3:9])([CH3:8])[CH3:7])[CH2:3][OH:4].C(N(CC)CC)C.[C:17](O[C:17]([O:19][C:20]([CH3:23])([CH3:22])[CH3:21])=[O:18])([O:19][C:20]([CH3:23])([CH3:22])[CH3:21])=[O:18]. Product: [C:20]([O:19][C:17](=[O:18])[NH:1][C@H:2]([CH2:3][OH:4])[CH2:5][C:6]([CH3:9])([CH3:8])[CH3:7])([CH3:23])([CH3:22])[CH3:21]. The catalyst class is: 7.